This data is from Catalyst prediction with 721,799 reactions and 888 catalyst types from USPTO. The task is: Predict which catalyst facilitates the given reaction. (1) Reactant: [Cl:1][C:2]1[CH:7]=[CH:6][CH:5]=[CH:4][C:3]=1[C:8]1[N:9]([C:23]2[CH:28]=[CH:27][C:26]([N+:29]([O-])=O)=[CH:25][CH:24]=2)[C:10]([CH3:22])=[C:11]([C:13]([NH:15][N:16]2[CH2:21][CH2:20][CH2:19][CH2:18][CH2:17]2)=[O:14])[N:12]=1. Product: [NH2:29][C:26]1[CH:25]=[CH:24][C:23]([N:9]2[C:10]([CH3:22])=[C:11]([C:13]([NH:15][N:16]3[CH2:21][CH2:20][CH2:19][CH2:18][CH2:17]3)=[O:14])[N:12]=[C:8]2[C:3]2[CH:4]=[CH:5][CH:6]=[CH:7][C:2]=2[Cl:1])=[CH:28][CH:27]=1. The catalyst class is: 29. (2) Reactant: Cl.[NH2:2][C@@H:3]([CH2:19][C:20]1[CH:25]=[CH:24][CH:23]=[CH:22][CH:21]=1)[C@H:4]([OH:18])[CH2:5][NH:6][CH2:7][C:8]1[CH:13]=[CH:12][CH:11]=[C:10]([C:14]([F:17])([F:16])[F:15])[CH:9]=1.O.[OH-].[Na+]. Product: [NH2:2][C@@H:3]([CH2:19][C:20]1[CH:25]=[CH:24][CH:23]=[CH:22][CH:21]=1)[C@H:4]([OH:18])[CH2:5][NH:6][CH2:7][C:8]1[CH:13]=[CH:12][CH:11]=[C:10]([C:14]([F:15])([F:16])[F:17])[CH:9]=1. The catalyst class is: 4. (3) Reactant: [F:1][C:2]([F:12])([F:11])[C:3]1[N:8]=[CH:7][C:6]([CH:9]=O)=[CH:5][CH:4]=1.[CH2:13]([O:20][C:21]([NH:23][CH:24](P(OC)(OC)=O)[C:25]([O:27][CH3:28])=[O:26])=[O:22])[C:14]1[CH:19]=[CH:18][CH:17]=[CH:16][CH:15]=1. Product: [CH2:13]([O:20][C:21]([NH:23]/[C:24](=[CH:9]\[C:6]1[CH:7]=[N:8][C:3]([C:2]([F:12])([F:11])[F:1])=[CH:4][CH:5]=1)/[C:25]([O:27][CH3:28])=[O:26])=[O:22])[C:14]1[CH:15]=[CH:16][CH:17]=[CH:18][CH:19]=1. The catalyst class is: 1.